From a dataset of Peptide-MHC class I binding affinity with 185,985 pairs from IEDB/IMGT. Regression. Given a peptide amino acid sequence and an MHC pseudo amino acid sequence, predict their binding affinity value. This is MHC class I binding data. (1) The peptide sequence is RVMANNVKKK. The MHC is HLA-A31:01 with pseudo-sequence HLA-A31:01. The binding affinity (normalized) is 0.387. (2) The peptide sequence is FYLFTFTIY. The MHC is HLA-B07:02 with pseudo-sequence HLA-B07:02. The binding affinity (normalized) is 0.0847. (3) The peptide sequence is SCRVKLSAL. The MHC is HLA-A02:03 with pseudo-sequence HLA-A02:03. The binding affinity (normalized) is 0.0847. (4) The peptide sequence is ELLRPTTLV. The MHC is HLA-A02:02 with pseudo-sequence HLA-A02:02. The binding affinity (normalized) is 0.233. (5) The peptide sequence is QELKNSAVSL. The MHC is HLA-A02:03 with pseudo-sequence HLA-A02:03. The binding affinity (normalized) is 0.0118.